Dataset: Reaction yield outcomes from USPTO patents with 853,638 reactions. Task: Predict the reaction yield, written as a fraction of the theoretical maximum amount of product (1.0 means a 100% yield; for example, 0.34 means a 34% yield). The reactants are [OH:1][CH:2]1[CH2:7][CH:6]2[N:8]([C:9]([O:11][C:12]([CH3:15])([CH3:14])[CH3:13])=[O:10])[CH:3]1[CH2:4][CH2:5]2.[H-].[Na+].Cl[C:19]1[N:24]=[CH:23][C:22]([C:25]([F:28])([F:27])[F:26])=[CH:21][N:20]=1.O. The catalyst is CN(C=O)C. The product is [F:26][C:25]([F:28])([F:27])[C:22]1[CH:21]=[N:20][C:19]([O:1][CH:2]2[CH2:7][CH:6]3[N:8]([C:9]([O:11][C:12]([CH3:15])([CH3:14])[CH3:13])=[O:10])[CH:3]2[CH2:4][CH2:5]3)=[N:24][CH:23]=1. The yield is 0.510.